This data is from Forward reaction prediction with 1.9M reactions from USPTO patents (1976-2016). The task is: Predict the product of the given reaction. (1) Given the reactants [CH3:1][C:2]1([CH3:14])[C:6]([CH3:8])([CH3:7])[O:5][B:4]([C:9]2[CH:10]=[N:11][NH:12][CH:13]=2)[O:3]1.Cl.Cl[CH2:17][CH2:18][N:19]1[CH2:24][CH2:23][O:22][CH2:21][CH2:20]1.C(=O)([O-])[O-].[Cs+].[Cs+], predict the reaction product. The product is: [CH3:1][C:2]1([CH3:14])[C:6]([CH3:7])([CH3:8])[O:5][B:4]([C:9]2[CH:13]=[N:12][N:11]([CH2:17][CH2:18][N:19]3[CH2:24][CH2:23][O:22][CH2:21][CH2:20]3)[CH:10]=2)[O:3]1. (2) The product is: [C:1]([N:5]1[C:9]2[N:10]=[CH:11][N:12]=[CH:13][C:8]=2[C:7]([C:14]([C:16]2[CH:17]=[C:18]([N:22]([CH3:35])[C:23](=[O:32])[CH2:24][C:25]3[CH:30]=[CH:29][C:28]([F:31])=[CH:27][CH:26]=3)[CH:19]=[N:20][CH:21]=2)=[O:15])=[CH:6]1)([CH3:4])([CH3:2])[CH3:3]. Given the reactants [C:1]([N:5]1[C:9]2[N:10]=[CH:11][N:12]=[CH:13][C:8]=2[C:7]([C:14]([C:16]2[CH:17]=[C:18]([NH:22][C:23](=[O:32])[CH2:24][C:25]3[CH:30]=[CH:29][C:28]([F:31])=[CH:27][CH:26]=3)[CH:19]=[N:20][CH:21]=2)=[O:15])=[CH:6]1)([CH3:4])([CH3:3])[CH3:2].[H-].[Na+].[CH3:35]I.[Cl-].[NH4+], predict the reaction product. (3) Given the reactants [Br:1][C:2]1[CH:7]=[CH:6][C:5](F)=[C:4]([N+:9]([O-:11])=[O:10])[CH:3]=1.C(=O)([O-])[O-].[K+].[K+].[CH3:18][CH:19]([SH:21])[CH3:20], predict the reaction product. The product is: [Br:1][C:2]1[CH:7]=[CH:6][C:5]([S:21][CH:19]([CH3:20])[CH3:18])=[C:4]([N+:9]([O-:11])=[O:10])[CH:3]=1. (4) The product is: [OH:17][CH2:14][CH2:15][CH:11]([S:10][C:7]1[CH:6]=[CH:5][C:4]([N+:1]([O-:3])=[O:2])=[CH:9][CH:8]=1)[C:12]([O:13][CH3:24])=[O:16]. Given the reactants [N+:1]([C:4]1[CH:9]=[CH:8][C:7]([S:10][CH:11]2[CH2:15][CH2:14][O:13][C:12]2=[O:16])=[CH:6][CH:5]=1)([O-:3])=[O:2].[OH-:17].[Na+].C(=O)(O)[O-].[Na+].[CH3:24]I, predict the reaction product. (5) Given the reactants [CH2:1]([O:8][C:9]1[CH:10]=[C:11]2[C:15](=[CH:16][CH:17]=1)[NH:14][CH:13]=[CH:12]2)[C:2]1[CH:7]=[CH:6][CH:5]=[CH:4][CH:3]=1.[C:18](O[C:18]([O:20][C:21]([CH3:24])([CH3:23])[CH3:22])=[O:19])([O:20][C:21]([CH3:24])([CH3:23])[CH3:22])=[O:19], predict the reaction product. The product is: [C:21]([O:20][C:18]([N:14]1[C:15]2[C:11](=[CH:10][C:9]([O:8][CH2:1][C:2]3[CH:3]=[CH:4][CH:5]=[CH:6][CH:7]=3)=[CH:17][CH:16]=2)[CH:12]=[CH:13]1)=[O:19])([CH3:24])([CH3:23])[CH3:22]. (6) Given the reactants [Cl:1][C:2]1[CH:7]=[CH:6][C:5]([CH:8]2[CH2:13][C:12](=[O:14])[NH:11][C:10]([CH3:15])=[C:9]2[C:16]([OH:18])=O)=[CH:4][CH:3]=1.[NH2:19][C:20]1[CH:21]=[C:22]2[C:26](=[CH:27][C:28]=1[F:29])[NH:25][N:24]=[CH:23]2.C(Cl)CCl.CCN(CC)CC, predict the reaction product. The product is: [Cl:1][C:2]1[CH:3]=[CH:4][C:5]([CH:8]2[CH2:13][C:12](=[O:14])[NH:11][C:10]([CH3:15])=[C:9]2[C:16]([NH:19][C:20]2[CH:21]=[C:22]3[C:26](=[CH:27][C:28]=2[F:29])[NH:25][N:24]=[CH:23]3)=[O:18])=[CH:6][CH:7]=1. (7) Given the reactants [S:1]1[CH:5]=[CH:4][CH:3]=[C:2]1[CH2:6][CH2:7][NH2:8].[Cl:9][CH:10](Cl)C.C=O, predict the reaction product. The product is: [ClH:9].[S:1]1[C:2]2[CH2:6][CH2:7][NH:8][CH2:10][C:3]=2[CH:4]=[CH:5]1.